From a dataset of Full USPTO retrosynthesis dataset with 1.9M reactions from patents (1976-2016). Predict the reactants needed to synthesize the given product. (1) Given the product [CH2:1]([C:3]1[CH:11]=[C:10]2[C:6]([CH2:7][C:8](=[O:14])[NH:9]2)=[CH:5][CH:4]=1)[CH3:2], predict the reactants needed to synthesize it. The reactants are: [CH2:1]([C:3]1[CH:11]=[C:10]2[C:6]([CH2:7][C:8](=[O:14])[N:9]2OC)=[CH:5][CH:4]=1)[CH3:2]. (2) The reactants are: [CH2:1]([O:3][C:4](=[O:23])[C:5]([CH3:22])([CH3:21])[CH2:6][CH2:7][CH2:8][CH2:9][N:10]1C(=O)C2=CC=CC=C2C1=O)[CH3:2].O.NN. Given the product [CH2:1]([O:3][C:4](=[O:23])[C:5]([CH3:22])([CH3:21])[CH2:6][CH2:7][CH2:8][CH2:9][NH2:10])[CH3:2], predict the reactants needed to synthesize it. (3) Given the product [Cl:17][C:11]1[CH:12]=[C:13]([Cl:16])[CH:14]=[CH:15][C:10]=1[S:9][C:7]1[S:8][C:4]([CH:2]([N:22]([CH3:23])[CH3:21])[CH3:3])=[CH:5][C:6]=1[N+:18]([O-:20])=[O:19], predict the reactants needed to synthesize it. The reactants are: Br[CH:2]([C:4]1[S:8][C:7]([S:9][C:10]2[CH:15]=[CH:14][C:13]([Cl:16])=[CH:12][C:11]=2[Cl:17])=[C:6]([N+:18]([O-:20])=[O:19])[CH:5]=1)[CH3:3].[CH3:21][NH:22][CH3:23]. (4) Given the product [CH3:22][O:23][C:24]1[CH:25]=[CH:26][C:27]([N:30]2[CH2:35][CH2:34][N:33]([CH2:2][C:3]3[O:4][C:5]([C:12]4[CH:17]=[CH:16][C:15]([C:18]([F:21])([F:20])[F:19])=[CH:14][CH:13]=4)=[CH:6][C:7]=3[CH2:8][OH:10])[CH2:32][CH2:31]2)=[CH:28][CH:29]=1, predict the reactants needed to synthesize it. The reactants are: Br[CH2:2][C:3]1[O:4][C:5]([C:12]2[CH:17]=[CH:16][C:15]([C:18]([F:21])([F:20])[F:19])=[CH:14][CH:13]=2)=[CH:6][C:7]=1[C:8]([O:10]C)=O.[CH3:22][O:23][C:24]1[CH:29]=[CH:28][C:27]([N:30]2[CH2:35][CH2:34][NH:33][CH2:32][CH2:31]2)=[CH:26][CH:25]=1. (5) Given the product [NH:94]1[C:92]2=[N:83][CH:78]=[CH:79][C:31]([O:30][C:29]3[CH:28]=[CH:27][C:26]([NH:51][C:17]([C:10]4[C:9](=[O:20])[N:8]([C:5]5[CH:4]=[CH:3][C:2]([F:1])=[CH:7][CH:6]=5)[CH:13]=[C:12]([N+:14]([O-:16])=[O:15])[CH:11]=4)=[O:19])=[CH:25][C:24]=3[F:23])=[C:36]2[CH:37]=[CH:50]1, predict the reactants needed to synthesize it. The reactants are: [F:1][C:2]1[CH:7]=[CH:6][C:5]([N:8]2[CH:13]=[C:12]([N+:14]([O-:16])=[O:15])[CH:11]=[C:10]([C:17]([OH:19])=O)[C:9]2=[O:20])=[CH:4][CH:3]=1.Cl.Cl.[F:23][C:24]1[CH:25]=[C:26]([NH:51]C(NC(=O)CC2C=CC(F)=CC=2)=S)[CH:27]=[CH:28][C:29]=1[O:30][C:31]1[C:36]2=[C:37]([CH3:50])C(OCCN3CCN(C)CC3)=CN2N=CN=1.CN([P+](ON1N=[N:83][C:78]2[CH:79]=CC=CC1=2)(N(C)C)N(C)C)C.F[P-](F)(F)(F)(F)F.[CH2:92]([N:94](CC)CC)C. (6) Given the product [CH:1]1([NH:7][C:8]([C:10]2[N:27]([CH3:26])[C:12]([CH3:25])=[CH:13][C:14](=[O:24])[C:15]=2[O:16][CH2:17][C:18]2[CH:23]=[CH:22][CH:21]=[CH:20][CH:19]=2)=[O:9])[CH2:6][CH2:5][CH2:4][CH2:3][CH2:2]1, predict the reactants needed to synthesize it. The reactants are: [CH:1]1([NH:7][C:8]([C:10]2O[C:12]([CH3:25])=[CH:13][C:14](=[O:24])[C:15]=2[O:16][CH2:17][C:18]2[CH:23]=[CH:22][CH:21]=[CH:20][CH:19]=2)=[O:9])[CH2:6][CH2:5][CH2:4][CH2:3][CH2:2]1.[CH3:26][NH2:27]. (7) Given the product [CH2:23]([C:2]1[C:3](=[O:18])[N:4]([C:8]2[CH:13]=[CH:12][C:11]([N+:14]([O-:16])=[O:15])=[CH:10][C:9]=2[CH3:17])[CH:5]=[CH:6][CH:7]=1)[CH:22]=[CH2:21], predict the reactants needed to synthesize it. The reactants are: Br[C:2]1[C:3](=[O:18])[N:4]([C:8]2[CH:13]=[CH:12][C:11]([N+:14]([O-:16])=[O:15])=[CH:10][C:9]=2[CH3:17])[CH:5]=[CH:6][CH:7]=1.[F-].[Cs+].[CH2:21](B1OC(C)(C)C(C)(C)O1)[CH:22]=[CH2:23]. (8) Given the product [CH3:39][N:40]([CH3:41])[C:28]([C:25]1([C:22]2[N:23]=[N:24][C:19]([C:16]3[CH:17]=[CH:18][C:13]([C@@H:11]([N:7]4[CH2:6][CH2:5][C@:4]([CH2:3][C:2]([OH:1])([CH3:37])[CH3:38])([C:31]5[CH:36]=[CH:35][CH:34]=[CH:33][CH:32]=5)[O:9][C:8]4=[O:10])[CH3:12])=[CH:14][CH:15]=3)=[CH:20][CH:21]=2)[CH2:27][CH2:26]1)=[O:30], predict the reactants needed to synthesize it. The reactants are: [OH:1][C:2]([CH3:38])([CH3:37])[CH2:3][C@@:4]1([C:31]2[CH:36]=[CH:35][CH:34]=[CH:33][CH:32]=2)[O:9][C:8](=[O:10])[N:7]([C@H:11]([C:13]2[CH:18]=[CH:17][C:16]([C:19]3[N:24]=[N:23][C:22]([C:25]4([C:28]([OH:30])=O)[CH2:27][CH2:26]4)=[CH:21][CH:20]=3)=[CH:15][CH:14]=2)[CH3:12])[CH2:6][CH2:5]1.[CH3:39][NH:40][CH3:41].